From a dataset of Full USPTO retrosynthesis dataset with 1.9M reactions from patents (1976-2016). Predict the reactants needed to synthesize the given product. (1) Given the product [S:1]1[C:5]2[CH:6]=[CH:7][CH:8]=[CH:9][C:4]=2[C:3]([C:10]#[N:12])=[N:2]1, predict the reactants needed to synthesize it. The reactants are: [S:1]1[C:5]2[CH:6]=[CH:7][CH:8]=[CH:9][C:4]=2[C:3]([C:10]([NH2:12])=O)=[N:2]1. (2) Given the product [Cl:1][C:2]1[CH:3]=[CH:4][CH:5]=[C:6]2[C:10]=1[C:9](=[O:11])[N:8]([C:12]1[CH:34]=[CH:33][C:32]([OH:38])=[C:14]([CH:13]=1)[C:15]([NH:17][CH2:18][CH2:19][CH:20]1[CH2:21][CH2:22][N:23]([C:26]3[CH:27]=[CH:28][N:29]=[CH:30][CH:31]=3)[CH2:24][CH2:25]1)=[O:16])[CH2:7]2, predict the reactants needed to synthesize it. The reactants are: [Cl:1][C:2]1[CH:3]=[CH:4][CH:5]=[C:6]2[C:10]=1[C:9](=[O:11])[N:8]([C:12]1[CH:13]=[C:14]([CH:32]=[CH:33][CH:34]=1)[C:15]([NH:17][CH2:18][CH2:19][CH:20]1[CH2:25][CH2:24][N:23]([C:26]3[CH:31]=[CH:30][N:29]=[CH:28][CH:27]=3)[CH2:22][CH2:21]1)=[O:16])[CH2:7]2.FC(F)(F)C(O)=[O:38].N1(C2C=CN=CC=2)CCC(CCN)CC1.ClC1C=CC=C2C=1C(=O)N(C1C=CC(O)=C(C=1)C(O)=O)C2.ClC1C=CC=C2C=1C(=O)N(C1C=C(C=CC=1)C(O)=O)C2.COC(=O)C1C(Cl)=CC=CC=1CBr.NC1C=C(C(OC)=O)C(O)=CC=1.